From a dataset of Forward reaction prediction with 1.9M reactions from USPTO patents (1976-2016). Predict the product of the given reaction. (1) Given the reactants [CH3:1][C:2]1[S:3][C:4]([C:10]2[CH:15]=[CH:14][CH:13]=[CH:12][CH:11]=2)=[C:5]([C:7](O)=[O:8])[N:6]=1.CN(C=O)C.C(Cl)(=O)C([Cl:24])=O, predict the reaction product. The product is: [CH3:1][C:2]1[S:3][C:4]([C:10]2[CH:15]=[CH:14][CH:13]=[CH:12][CH:11]=2)=[C:5]([C:7]([Cl:24])=[O:8])[N:6]=1. (2) Given the reactants [CH2:1]([C@@H:8]1[CH2:19][N:18]2[C:10]([C:11]3[N:12]([CH2:25][O:26][CH3:27])[C:13](Br)=[N:14][C:15]=3[N:16]([CH2:21][CH2:22][CH3:23])[C:17]2=[O:20])=[N:9]1)[C:2]1[CH:7]=[CH:6][CH:5]=[CH:4][CH:3]=1.[Na].[CH3:29][SH:30].O, predict the reaction product. The product is: [CH2:1]([C@@H:8]1[CH2:19][N:18]2[C:10]([C:11]3[N:12]([CH2:25][O:26][CH3:27])[C:13]([S:30][CH3:29])=[N:14][C:15]=3[N:16]([CH2:21][CH2:22][CH3:23])[C:17]2=[O:20])=[N:9]1)[C:2]1[CH:7]=[CH:6][CH:5]=[CH:4][CH:3]=1.